From a dataset of Catalyst prediction with 721,799 reactions and 888 catalyst types from USPTO. Predict which catalyst facilitates the given reaction. (1) Reactant: [F:1][C:2]([F:15])([C:8]1[CH:13]=[CH:12][CH:11]=[C:10]([OH:14])[CH:9]=1)[C:3]([O:5][CH2:6][CH3:7])=[O:4].O[CH2:17][CH2:18][N:19]([CH3:27])[C:20](=[O:26])[O:21][C:22]([CH3:25])([CH3:24])[CH3:23].C1(P(C2C=CC=CC=2)C2C=CC=CC=2)C=CC=CC=1. Product: [C:22]([O:21][C:20]([N:19]([CH3:27])[CH2:18][CH2:17][O:14][C:10]1[CH:9]=[C:8]([C:2]([F:15])([F:1])[C:3]([O:5][CH2:6][CH3:7])=[O:4])[CH:13]=[CH:12][CH:11]=1)=[O:26])([CH3:25])([CH3:24])[CH3:23]. The catalyst class is: 7. (2) Reactant: [CH3:1][C:2]1[C:3]([CH2:14][S:15]([C:17]2[NH:21][C:20]3[CH:22]=[CH:23][CH:24]=[CH:25][C:19]=3[N:18]=2)=[O:16])=[N:4][CH:5]=[CH:6][C:7]=1[O:8][CH2:9][C:10]([F:13])([F:12])[F:11].[H-].[Na+].Cl[S:29]([C:32]1[CH:33]=[CH:34][C:35]([O:53][CH3:54])=[C:36]([CH:52]=1)[C:37]([O:39][CH2:40][CH2:41][S:42]([C:45]1[CH:50]=[CH:49][C:48]([CH3:51])=[CH:47][CH:46]=1)(=[O:44])=[O:43])=[O:38])(=[O:31])=[O:30].O. Product: [C:48]1([CH3:51])[CH:49]=[CH:50][C:45]([S:42]([CH2:41][CH2:40][O:39][C:37](=[O:38])[C:36]2[CH:52]=[C:32]([S:29]([N:21]3[C:20]4[CH:22]=[CH:23][CH:24]=[CH:25][C:19]=4[N:18]=[C:17]3[S:15]([CH2:14][C:3]3[C:2]([CH3:1])=[C:7]([O:8][CH2:9][C:10]([F:13])([F:11])[F:12])[CH:6]=[CH:5][N:4]=3)=[O:16])(=[O:31])=[O:30])[CH:33]=[CH:34][C:35]=2[O:53][CH3:54])(=[O:44])=[O:43])=[CH:46][CH:47]=1. The catalyst class is: 2.